This data is from Full USPTO retrosynthesis dataset with 1.9M reactions from patents (1976-2016). The task is: Predict the reactants needed to synthesize the given product. (1) Given the product [CH:1]([NH:4][C:5]([C:7]1[C:16](=[O:17])[C:15]2[C:10](=[N:11][CH:12]=[CH:13][CH:14]=2)[N:9]([C:18]2[CH:23]=[CH:22][CH:21]=[C:20]([C:24]#[CH:25])[CH:19]=2)[CH:8]=1)=[O:6])([CH3:3])[CH3:2], predict the reactants needed to synthesize it. The reactants are: [CH:1]([NH:4][C:5]([C:7]1[C:16](=[O:17])[C:15]2[C:10](=[N:11][CH:12]=[CH:13][CH:14]=2)[N:9]([C:18]2[CH:23]=[CH:22][CH:21]=[C:20]([C:24]#[C:25][Si](C)(C)C)[CH:19]=2)[CH:8]=1)=[O:6])([CH3:3])[CH3:2].[OH-].[Na+]. (2) Given the product [CH3:14][C:15]1[CH:20]=[CH:19][C:18]([N+:21]([O-:23])=[O:22])=[CH:17][C:16]=1[NH:24][C:25]1[N:27]=[C:3]([C:7]2[CH:8]=[N:9][CH:10]=[CH:11][CH:12]=2)[CH:4]=[CH:5][N:26]=1, predict the reactants needed to synthesize it. The reactants are: [Na].O=[C:3]([C:7]1[CH:8]=[N:9][CH:10]=[CH:11][CH:12]=1)[CH2:4][CH:5]=O.Cl.[CH3:14][C:15]1[CH:20]=[CH:19][C:18]([N+:21]([O-:23])=[O:22])=[CH:17][C:16]=1[NH:24][C:25]([NH2:27])=[NH:26]. (3) Given the product [Cl:1][C:2]1[CH:28]=[CH:27][C:5]([O:6][C:7](=[O:8])[N:9]([C@H:10]2[CH2:15][CH2:14][C@H:13]([CH2:16][CH2:17][CH2:18][CH2:19][CH2:20][N:33]([CH2:32][CH:29]=[CH2:30])[CH3:34])[CH2:12][CH2:11]2)[CH3:26])=[CH:4][CH:3]=1, predict the reactants needed to synthesize it. The reactants are: [Cl:1][C:2]1[CH:28]=[CH:27][C:5]([O:6][C:7]([N:9]([CH3:26])[C@H:10]2[CH2:15][CH2:14][C@H:13]([CH2:16][CH2:17][CH2:18][CH2:19][CH2:20]OS(C)(=O)=O)[CH2:12][CH2:11]2)=[O:8])=[CH:4][CH:3]=1.[CH2:29]([CH2:32][NH2:33])[CH:30]=C.[CH3:34]O. (4) The reactants are: [S:1]1[C:5]2[NH:6][C:7]([C:9]([O:11][CH2:12][CH3:13])=[O:10])=[CH:8][C:4]=2[CH:3]=[CH:2]1.C1C(=O)N([Cl:21])C(=O)C1.BrC1C2C=CSC=2NC=1C(OCC)=O. Given the product [Cl:21][C:8]1[C:4]2[CH:3]=[CH:2][S:1][C:5]=2[NH:6][C:7]=1[C:9]([O:11][CH2:12][CH3:13])=[O:10], predict the reactants needed to synthesize it. (5) Given the product [Br:1][C:2]1[CH:3]=[CH:4][C:5]([CH:8]2[CH2:13][CH2:12][O:11][CH2:10][CH2:9]2)=[N:6][CH:7]=1, predict the reactants needed to synthesize it. The reactants are: [Br:1][C:2]1[CH:3]=[CH:4][C:5]([C:8]2(C#N)[CH2:13][CH2:12][O:11][CH2:10][CH2:9]2)=[N:6][CH:7]=1.C(=O)([O-])[O-].[K+].[K+].